The task is: Binary Classification. Given a miRNA mature sequence and a target amino acid sequence, predict their likelihood of interaction.. This data is from Experimentally validated miRNA-target interactions with 360,000+ pairs, plus equal number of negative samples. (1) The miRNA is hsa-miR-335-5p with sequence UCAAGAGCAAUAACGAAAAAUGU. The protein sequence of the target gene is MEPLLLGRGLIVYLMFLLLKFSKAIEIPSSVQQVPTIIKQSKVQVAFPFDEYFQIECEAKGNPEPTFSWTKDGNPFYFTDHRIIPSNNSGTFRIPNEGHISHFQGKYRCFASNKLGIAMSEEIEFIVPSVPKFPKEKIDPLEVEEGDPIVLPCNPPKGLPPLHIYWMNIELEHIEQDERVYMSQKGDLYFANVEEKDSRNDYCCFAAFPRLRTIVQKMPMKLTVNSSNSIKQRKPKLLLPPTESGSESSITILKGEILLLECFAEGLPTPQVDWNKIGGDLPKGRETKENYGKTLKIENV.... Result: 1 (interaction). (2) The miRNA is hsa-miR-4500 with sequence UGAGGUAGUAGUUUCUU. The protein sequence of the target gene is MAPHWAVWLLAARLWGLGIGAEVWWNLVPRKTVSSGELATVVRRFSQTGIQDFLTLTLTEPTGLLYVGAREALFAFSMEALELQGAISWEAPVEKKTECIQKGKNNQTECFNFIRFLQPYNASHLYVCGTYAFQPKCTYVNMLTFTLEHGEFEDGKGKCPYDPAKGHAGLLVDGELYSATLNNFLGTEPIILRNMGPHHSMKTEYLAFWLNEPHFVGSAYVPESVGSFTGDDDKVYFFFRERAVESDCYAEQVVARVARVCKGDMGGARTLQRKWTTFLKARLACSAPNWQLYFNQLQAM.... Result: 1 (interaction). (3) The miRNA is mmu-miR-125a-5p with sequence UCCCUGAGACCCUUUAACCUGUGA. The protein sequence of the target gene is MDEKLFTKELDQWIEQLNECKQLSESQVKSLCEKAKEILTKESNVQEVRCPVTVCGDVHGQFHDLMELFRIGGKSPDTNYLFMGDYVDRGYYSVETVTLLVALKVRYRERITILRGNHESRQITQVYGFYDECLRKYGNANVWKYFTDLFDYLPLTALVDGQIFCLHGGLSPSIDTLDHIRALDRLQEVPHEGPMCDLLWSDPDDRGGWGISPRGAGYTFGQDISETFNHANGLTLVSRAHQLVMEGYNWCHDRNVVTIFSAPNYCYRCGNQAAIMELDDTLKYSFLQFDPAPRRGEPHV.... Result: 1 (interaction). (4) Result: 0 (no interaction). The miRNA is hsa-miR-4455 with sequence AGGGUGUGUGUGUUUUU. The protein sequence of the target gene is MFTSEIGVVEEWLSEFKTLPETSLPNYATNLKDKSSLVTSLYKVIQEPQSELLEPVCHQLFEFYRSGEEQLLRFTLQFLPELMWCYLAVSASRDVHSSGCIEALLLGVYNLEIVDKHGHSKVLSFTIPSLSKPSVYHEPSSIGSMALTESALSQHGLSKVVYSGPHPQREMLTAQNRFEVLTFLLLCYNAALTYMPSVSLQSLCQICSRICVCGYPRQHVRKYRGVSSRIPISSGFMVQMLTGVYFAIYNGEWDLAQKALDDIIYRAQLELYPEPLLVANAIKASLPHGAMKSSKEGTRC.... (5) The miRNA is hsa-miR-6088 with sequence AGAGAUGAAGCGGGGGGGCG. The protein sequence of the target gene is MSKKGRNKGEKPEALIVALQAANEDLRTKLTDIQIELHQEKSKVSKLEREKTQEAKRIRELEQRKHTVLVTELKAKLHEEKMKELQAVRENLIKQHEQEMSRTVKVRDGEIQRLKSALCALRDGSSDKVRTALTIEAREEARKLFDTERLKLLQEIADLKTAKKQVDEALSNMIQADKIKAGDLRSEHQSHQEAISKIKWESERDIRRLMDEIKAKDRIIFSLEKELETQTGYVQKLQLQKEALDEQLFLVKEAECNMSSPKREIPGRAGDGSEHCSSPDLRRNQKRIAELNATIRKLED.... Result: 1 (interaction). (6) The miRNA is hsa-miR-1233-3p with sequence UGAGCCCUGUCCUCCCGCAG. Result: 0 (no interaction). The protein sequence of the target gene is MATNPQPQPPPPAPPPPPPQPQPQPPPPPPGPGAGPGAGGAGGAGAGAGDPQLVAMIVNHLKSQGLFDQFRRDCLADVDTKPAYQNLRQRVDNFVANHLATHTWSPHLNKNQLRNNIRQQVLKSGMLESGIDRIISQVVDPKINHTFRPQVEKAVHEFLATLNHKEEGSGNTAPDDEKPDTSLITQGVPTPGPSANVANDAMSILETITSLNQEASAARASTETSNAKTSERASKKLPSQPTTDTSTDKERTSEDMADKEKSTADSGGEGLETAPKSEEFSDLPCPVEEIKNYTKEHNNL.... (7) The miRNA is hsa-miR-4257 with sequence CCAGAGGUGGGGACUGAG. The protein sequence of the target gene is MAAPLIPLSQQIPTGNSLYESYYKQVDPAYTGRVGASEAALFLKKSGLSDIILGKIWDLADPEGKGFLDKQGFYVALRLVACAQSGHEVTLSNLNLSMPPPKFHDTSSPLMVTPPSAEAHWAVRVEEKAKFDGIFESLLPINGLLSGDKVKPVLMNSKLPLDVLGRVWDLSDIDKDGHLDRDEFAVAMHLVYRALEKEPVPSALPPSLIPPSKRKKTVFPGAVPVLPASPPPKDSLRSTPSHGSVSSLNSTGSLSPKHSLKQTQPTVNWVVPVADKMRFDEIFLKTDLDLDGYVSGQEVK.... Result: 1 (interaction).